From a dataset of hERG Central: cardiac toxicity at 1µM, 10µM, and general inhibition. Predict hERG channel inhibition at various concentrations. (1) The compound is O=C(N/N=C\c1cccc(Cl)c1)c1ccc(Cn2cccn2)o1. Results: hERG_inhib (hERG inhibition (general)): blocker. (2) The molecule is Cc1ccc(S(=O)(=O)N(CC(=O)NCc2ccncc2)Cc2ccc(F)cc2)cc1. Results: hERG_inhib (hERG inhibition (general)): blocker. (3) The drug is Cc1ccc(-n2c(C)nc3ccccc3c2=O)cc1C. Results: hERG_inhib (hERG inhibition (general)): blocker. (4) The molecule is COc1ccc(C(=O)NNC(=O)COc2ccc(Cl)cc2C)cc1S(=O)(=O)N1CCOCC1. Results: hERG_inhib (hERG inhibition (general)): blocker. (5) The molecule is CC(Cc1ccsc1)NCc1cn[nH]c1-c1ccc(F)cc1F. Results: hERG_inhib (hERG inhibition (general)): blocker.